From a dataset of Catalyst prediction with 721,799 reactions and 888 catalyst types from USPTO. Predict which catalyst facilitates the given reaction. (1) Reactant: [Cl:1]/[C:2](/[C:12]([F:15])([F:14])[F:13])=[CH:3]\[CH:4]1[CH:6]([C:7](Cl)=[O:8])[C:5]1([CH3:11])[CH3:10].[NH2:16][CH:17]([C:20]1[CH:25]=[CH:24][CH:23]=[C:22]([O:26][C:27]2[CH:32]=[CH:31][CH:30]=[CH:29][CH:28]=2)[CH:21]=1)[C:18]#[N:19].N1C=CC=CC=1. Product: [Cl:1]/[C:2](/[C:12]([F:15])([F:14])[F:13])=[CH:3]\[CH:4]1[CH:6]([C:7]([NH:16][CH:17]([C:18]#[N:19])[C:20]2[CH:25]=[CH:24][CH:23]=[C:22]([O:26][C:27]3[CH:28]=[CH:29][CH:30]=[CH:31][CH:32]=3)[CH:21]=2)=[O:8])[C:5]1([CH3:11])[CH3:10]. The catalyst class is: 133. (2) Product: [Cl:1][C:2]1[CH:29]=[CH:28][CH:27]=[CH:26][C:3]=1[C:4]([C:6]1[CH:7]=[N:8][N:9]2[C:14]([NH:15][CH3:16])=[N:13][C:12]([CH2:23][CH2:24][CH3:25])=[N:11][C:10]=12)=[O:5]. The catalyst class is: 8. Reactant: [Cl:1][C:2]1[CH:29]=[CH:28][CH:27]=[CH:26][C:3]=1[C:4]([C:6]1[CH:7]=[N:8][N:9]2[C:14]([N:15](C)[C:16]3C=CC=CC=3)=[N:13][C:12]([CH2:23][CH2:24][CH3:25])=[N:11][C:10]=12)=[O:5].CN. (3) Reactant: [CH3:1][N:2]([CH:14]1[CH2:18][CH2:17][O:16][CH2:15]1)[S:3]([NH:6]C(=O)OC(C)(C)C)(=[O:5])=[O:4]. Product: [CH3:1][N:2]([CH:14]1[CH2:18][CH2:17][O:16][CH2:15]1)[S:3]([NH2:6])(=[O:5])=[O:4]. The catalyst class is: 557.